This data is from Forward reaction prediction with 1.9M reactions from USPTO patents (1976-2016). The task is: Predict the product of the given reaction. (1) Given the reactants [Cl:1][C:2]1[CH:3]=[CH:4][C:5]2[N:11]3[CH:12]=[CH:13][CH:14]=[C:10]3[C@@H:9]([CH2:15][CH2:16][N:17]3[N:21]=[N:20][C:19]([CH2:22][O:23][C:24]([CH3:29])([CH3:28])[C:25]([OH:27])=[O:26])=[N:18]3)[O:8][C@H:7]([C:30]3[CH:35]=[CH:34][CH:33]=[C:32]([O:36][CH3:37])[C:31]=3[O:38][CH3:39])[C:6]=2[CH:40]=1.ClC1C=CC2N3C=CC=C3[C@@H](CCN3NN=C(COC(C)(C)C(OC)=O)N3)O[C@H](C3C=CC=C(OC)C=3OC)C=2C=1.C(=O)([O-])[O-].[K+].[K+], predict the reaction product. The product is: [Cl:1][C:2]1[CH:3]=[CH:4][C:5]2[N:11]3[CH:12]=[CH:13][CH:14]=[C:10]3[C@@H:9]([CH2:15][CH2:16][N:17]3[NH:21][N:20]=[C:19]([CH2:22][O:23][C:24]([CH3:28])([CH3:29])[C:25]([OH:27])=[O:26])[NH:18]3)[O:8][C@H:7]([C:30]3[CH:35]=[CH:34][CH:33]=[C:32]([O:36][CH3:37])[C:31]=3[O:38][CH3:39])[C:6]=2[CH:40]=1. (2) Given the reactants [C:1]([O:5][C:6]12[CH2:15][CH:10]3[CH2:11][CH:12]([CH2:14][C:8]([O:16]S(C)(=O)=O)([CH2:9]3)[CH2:7]1)[CH2:13]2)(=[O:4])[CH:2]=[CH2:3].N1C=CC=CC=1.[CH2:27]([C:29]1([CH2:33]O)[CH2:32][O:31][CH2:30]1)[CH3:28], predict the reaction product. The product is: [C:1]([O:5][C:6]12[CH2:15][CH:10]3[CH2:11][CH:12]([CH2:14][C:8]([O:16][CH2:33][C:29]4([CH2:27][CH3:28])[CH2:32][O:31][CH2:30]4)([CH2:9]3)[CH2:7]1)[CH2:13]2)(=[O:4])[CH:2]=[CH2:3].